This data is from Reaction yield outcomes from USPTO patents with 853,638 reactions. The task is: Predict the reaction yield, written as a fraction of the theoretical maximum amount of product (1.0 means a 100% yield; for example, 0.34 means a 34% yield). (1) The reactants are [Cl:1][C:2]1[S:6][C:5]([CH2:7][N:8]2[C:16]3[C:11](=[CH:12][CH:13]=[CH:14][CH:15]=3)[C:10](=O)[C:9]2=[O:18])=[CH:4][CH:3]=1.[F:19][C:20]([F:29])([F:28])[C:21]1[CH:22]=[C:23]([CH:25]=[CH:26][CH:27]=1)[NH2:24]. No catalyst specified. The product is [Cl:1][C:2]1[S:6][C:5]([CH2:7][N:8]2[C:16]3[C:11](=[CH:12][CH:13]=[CH:14][CH:15]=3)[C:10](=[N:24][C:23]3[CH:25]=[CH:26][CH:27]=[C:21]([C:20]([F:19])([F:28])[F:29])[CH:22]=3)[C:9]2=[O:18])=[CH:4][CH:3]=1. The yield is 0.610. (2) The reactants are COC1C=C(OC)C=CC=1C[N:6]([CH2:16][C:17]1[CH:22]=[CH:21][C:20]([C:23]([CH3:29])([CH3:28])[CH2:24][CH2:25][CH2:26][CH3:27])=[CH:19][CH:18]=1)[S:7]([C:10]1[CH:15]=[CH:14][N:13]=[CH:12][CH:11]=1)(=[O:9])=[O:8].FC(F)(F)C(O)=O. The catalyst is C(Cl)Cl. The product is [CH3:29][C:23]([C:20]1[CH:21]=[CH:22][C:17]([CH2:16][NH:6][S:7]([C:10]2[CH:11]=[CH:12][N:13]=[CH:14][CH:15]=2)(=[O:8])=[O:9])=[CH:18][CH:19]=1)([CH3:28])[CH2:24][CH2:25][CH2:26][CH3:27]. The yield is 0.870. (3) The reactants are [CH3:1][C:2]1[O:6][N:5]=[C:4]([C:7]2[CH:12]=[CH:11][CH:10]=[CH:9][CH:8]=2)[C:3]=1[C:13]([NH:15][NH2:16])=[O:14].[CH2:17]([O:24][C:25]1[CH:33]=[CH:32][CH:31]=[CH:30][C:26]=1[C:27](O)=O)[C:18]1[CH:23]=[CH:22][CH:21]=[CH:20][CH:19]=1. No catalyst specified. The product is [CH2:17]([O:24][C:25]1[CH:33]=[CH:32][CH:31]=[CH:30][C:26]=1[C:27]1[O:14][C:13]([C:3]2[C:4]([C:7]3[CH:12]=[CH:11][CH:10]=[CH:9][CH:8]=3)=[N:5][O:6][C:2]=2[CH3:1])=[N:15][N:16]=1)[C:18]1[CH:19]=[CH:20][CH:21]=[CH:22][CH:23]=1. The yield is 0.290. (4) The reactants are Br[C:2]1[CH:3]=[C:4]([CH:15]=[CH:16][C:17]=1[CH:18]=[O:19])[O:5][C:6]1[CH:13]=[CH:12][C:9]([C:10]#[N:11])=[CH:8][C:7]=1[F:14].[B:20]1([B:20]2[O:24][C:23]([CH3:26])([CH3:25])[C:22]([CH3:28])([CH3:27])[O:21]2)[O:24][C:23]([CH3:26])([CH3:25])[C:22]([CH3:28])([CH3:27])[O:21]1.CC([O-])=O.[K+].N#N. The catalyst is O1CCOCC1.C1C=CC(P(C2C=CC=CC=2)[C-]2C=CC=C2)=CC=1.C1C=CC(P(C2C=CC=CC=2)[C-]2C=CC=C2)=CC=1.Cl[Pd]Cl.[Fe+2]. The product is [F:14][C:7]1[CH:8]=[C:9]([CH:12]=[CH:13][C:6]=1[O:5][C:4]1[CH:15]=[CH:16][C:17]([CH:18]=[O:19])=[C:2]([B:20]2[O:24][C:23]([CH3:26])([CH3:25])[C:22]([CH3:28])([CH3:27])[O:21]2)[CH:3]=1)[C:10]#[N:11]. The yield is 0.980.